This data is from Full USPTO retrosynthesis dataset with 1.9M reactions from patents (1976-2016). The task is: Predict the reactants needed to synthesize the given product. Given the product [CH3:1][C@H:2]1[CH2:6][CH2:5][CH2:4][N:3]1[CH:7]1[CH2:11][CH2:10][C@H:9]([C:12]2[CH:17]=[CH:16][C:15]([N:18]3[CH2:30][CH2:29][C:23]4([CH2:28][CH2:27][O:26][CH2:25][CH2:24]4)[C:21]3=[O:20])=[CH:14][CH:13]=2)[CH2:8]1, predict the reactants needed to synthesize it. The reactants are: [CH3:1][C@H:2]1[CH2:6][CH2:5][CH2:4][N:3]1[CH:7]1[CH2:11][CH2:10][C@H:9]([C:12]2[CH:17]=[CH:16][C:15]([NH2:18])=[CH:14][CH:13]=2)[CH2:8]1.C[O:20][C:21]([C:23]1([CH2:29][CH:30]=O)[CH2:28][CH2:27][O:26][CH2:25][CH2:24]1)=O.C(O)(=O)C.[BH-](OC(C)=O)(OC(C)=O)OC(C)=O.[Na+].N.CO.CC(C)([O-])C.[K+].